From a dataset of Reaction yield outcomes from USPTO patents with 853,638 reactions. Predict the reaction yield, written as a fraction of the theoretical maximum amount of product (1.0 means a 100% yield; for example, 0.34 means a 34% yield). (1) The reactants are [Cl:1][C:2]1[CH:7]=[CH:6][C:5]([NH:8][C:9]2[S:10][CH:11]=[CH:12][N:13]=2)=[CH:4][C:3]=1[OH:14].C([O-])([O-])=O.[Cs+].[Cs+].[O:21]1[CH:25]=[CH:24][CH:23]=[C:22]1[CH2:26]Br.CCOCC. The catalyst is CC(C)=O. The product is [Cl:1][C:2]1[CH:7]=[CH:6][C:5]([NH:8][C:9]2[S:10][CH:11]=[CH:12][N:13]=2)=[CH:4][C:3]=1[O:14][CH2:26][C:22]1[O:21][CH:25]=[CH:24][CH:23]=1. The yield is 0.320. (2) The reactants are [CH:1]([C:3](O)([CH3:5])[CH3:4])=[CH2:2].[C:7](OC)([O:11]C)([O:9][CH3:10])[CH3:8]. The catalyst is C(O)(=O)CC. The product is [CH3:4][C:3]([CH3:5])=[CH:1][CH2:2][CH2:8][C:7]([O:9][CH3:10])=[O:11]. The yield is 0.753. (3) The reactants are [C:1]([C:4]1[S:5][C:6]([N+:9]([O-:11])=[O:10])=[CH:7][CH:8]=1)(=[O:3])[CH3:2].[BrH:12]. The catalyst is C(OCC)(=O)C.C(Cl)(Cl)Cl.[Cu](Br)Br. The product is [Br:12][CH2:2][C:1]([C:4]1[S:5][C:6]([N+:9]([O-:11])=[O:10])=[CH:7][CH:8]=1)=[O:3]. The yield is 0.720. (4) The reactants are [NH2:1][C:2]1[CH:10]=[CH:9][C:5]([C:6]([NH2:8])=[O:7])=[CH:4][CH:3]=1.[Na+].[I-].C([O-])([O-])=O.[K+].[K+].[CH2:19]([O:22][CH2:23][CH2:24]Cl)[CH2:20]Cl. The catalyst is CN(C=O)C.O. The product is [O:22]1[CH2:23][CH2:24][N:1]([C:2]2[CH:10]=[CH:9][C:5]([C:6]([NH2:8])=[O:7])=[CH:4][CH:3]=2)[CH2:20][CH2:19]1. The yield is 0.640. (5) The reactants are [C:1]([C@@:3]([C@@H:7]1[C@:15]2([CH3:16])[C@H:10]([C@@H:11]([O:17]C(=O)C3C=CC=CC=3)[CH2:12][CH2:13][CH2:14]2)[CH2:9][CH2:8]1)([CH3:6])[CH2:4][CH3:5])#[N:2].O. The catalyst is [OH-].[K+].CO. The product is [OH:17][C@H:11]1[CH2:12][CH2:13][CH2:14][C@@:15]2([CH3:16])[C@H:10]1[CH2:9][CH2:8][C@@H:7]2[C@:3]([CH3:6])([CH2:4][CH3:5])[C:1]#[N:2]. The yield is 0.990. (6) The reactants are [C:1]([O:5][C:6]([N:8]1[CH2:13][CH2:12][CH:11]([NH:14][C:15]2[CH:20]=[CH:19][C:18]([OH:21])=[CH:17][N:16]=2)[CH2:10][CH2:9]1)=[O:7])([CH3:4])([CH3:3])[CH3:2].C(=O)(O)[O-].[Na+].[C:27]([O:31][C:32](O[C:32]([O:31][C:27]([CH3:30])([CH3:29])[CH3:28])=[O:33])=[O:33])([CH3:30])([CH3:29])[CH3:28].Cl. The catalyst is O.O1CCOCC1. The product is [C:1]([O:5][C:6]([N:8]1[CH2:9][CH2:10][CH:11]([NH:14][C:15]2[CH:20]=[CH:19][C:18]([O:21][C:32]([O:31][C:27]([CH3:30])([CH3:29])[CH3:28])=[O:33])=[CH:17][N:16]=2)[CH2:12][CH2:13]1)=[O:7])([CH3:4])([CH3:2])[CH3:3]. The yield is 1.00. (7) The reactants are [OH2:1].C(O)(=O)[CH:3]=[O:4].[C:7](=[O:24])([O:9][CH2:10][CH:11]1[C:23]2[CH:22]=[CH:21][CH:20]=[CH:19][C:18]=2[C:17]2[C:12]1=[CH:13][CH:14]=[CH:15][CH:16]=2)[NH2:8].[CH2:25]([O:27][CH2:28][CH3:29])C. No catalyst specified. The product is [CH:22]1[C:23]2[CH:11]([CH2:10][O:9][C:7]([NH:8][CH:28]([O:27][CH3:25])[C:29]([O:4][CH3:3])=[O:1])=[O:24])[C:12]3[C:17](=[CH:16][CH:15]=[CH:14][CH:13]=3)[C:18]=2[CH:19]=[CH:20][CH:21]=1. The yield is 0.550. (8) The reactants are [F:1][C:2]1[CH:7]=[CH:6][CH:5]=[C:4]([F:8])[C:3]=1[C:9]1[N:14]=[C:13]([C:15]([OH:17])=[O:16])[CH:12]=[CH:11][C:10]=1[F:18].OS(O)(=O)=O.[N+:24]([O-])([OH:26])=[O:25]. No catalyst specified. The product is [F:1][C:2]1[C:7]([N+:24]([O-:26])=[O:25])=[CH:6][CH:5]=[C:4]([F:8])[C:3]=1[C:9]1[N:14]=[C:13]([C:15]([OH:17])=[O:16])[CH:12]=[CH:11][C:10]=1[F:18]. The yield is 0.850. (9) The reactants are [CH2:1]([O:8][C:9]([NH:11][CH2:12][CH2:13][CH2:14][C@H:15]([NH:19][C:20]([O:22][C:23]([CH3:26])([CH3:25])[CH3:24])=[O:21])[C:16](O)=[O:17])=[O:10])[C:2]1[CH:7]=[CH:6][CH:5]=[CH:4][CH:3]=1.C[N:28]1CCOCC1.ClC(OCC(C)C)=O.[OH-].[NH4+]. The catalyst is C1COCC1. The product is [CH2:1]([O:8][C:9](=[O:10])[NH:11][CH2:12][CH2:13][CH2:14][C@H:15]([NH:19][C:20]([O:22][C:23]([CH3:26])([CH3:25])[CH3:24])=[O:21])[C:16](=[O:17])[NH2:28])[C:2]1[CH:7]=[CH:6][CH:5]=[CH:4][CH:3]=1. The yield is 1.00.